This data is from Forward reaction prediction with 1.9M reactions from USPTO patents (1976-2016). The task is: Predict the product of the given reaction. The product is: [F:16][C:15]([F:17])([F:18])[CH:14]1[CH:13]2[CH2:19][CH:10]([CH2:11][CH2:12]2)[CH:9]1[C:7]([OH:8])=[O:6]. Given the reactants FC(F)(F)C([O:6][C:7]([CH:9]1[CH:14]([C:15]([F:18])([F:17])[F:16])[CH:13]2[CH2:19][CH:10]1[CH2:11][CH2:12]2)=[O:8])(C)C.OS(O)(=O)=O, predict the reaction product.